The task is: Predict the reaction yield, written as a fraction of the theoretical maximum amount of product (1.0 means a 100% yield; for example, 0.34 means a 34% yield).. This data is from Reaction yield outcomes from USPTO patents with 853,638 reactions. (1) The reactants are [CH3:1][O:2][C:3]1[C:4]2[N:17]=[C:16]([NH2:18])[S:15][C:5]=2[C:6]([CH:9]2[CH2:14][CH2:13][O:12][CH2:11][CH2:10]2)=[N:7][CH:8]=1.N1C=CC=CC=1.Cl[C:26](OC1C=CC=CC=1)=[O:27].[OH:35][CH2:36][CH:37]1[CH2:42][CH2:41][NH:40][CH2:39][CH2:38]1. The catalyst is ClCCl.O1CCCC1. The product is [CH3:1][O:2][C:3]1[C:4]2[N:17]=[C:16]([NH:18][C:26]([N:40]3[CH2:41][CH2:42][CH:37]([CH2:36][OH:35])[CH2:38][CH2:39]3)=[O:27])[S:15][C:5]=2[C:6]([CH:9]2[CH2:10][CH2:11][O:12][CH2:13][CH2:14]2)=[N:7][CH:8]=1. The yield is 0.420. (2) The reactants are [CH3:1][O:2][C:3]1[CH:8]=[CH:7][C:6]([C:9]2[N:13]([C:14]3[CH:19]=[CH:18][C:17]([N:20]4[CH2:25][CH2:24][N:23](C(OC(C)(C)C)=O)[CH2:22][CH2:21]4)=[CH:16][CH:15]=3)[N:12]=[CH:11][CH:10]=2)=[CH:5][C:4]=1[O:33][C@@H:34]1[CH2:38][CH2:37][O:36][CH2:35]1.C(O)(C(F)(F)F)=O. The catalyst is C(Cl)Cl. The product is [CH3:1][O:2][C:3]1[CH:8]=[CH:7][C:6]([C:9]2[N:13]([C:14]3[CH:19]=[CH:18][C:17]([N:20]4[CH2:25][CH2:24][NH:23][CH2:22][CH2:21]4)=[CH:16][CH:15]=3)[N:12]=[CH:11][CH:10]=2)=[CH:5][C:4]=1[O:33][C@@H:34]1[CH2:38][CH2:37][O:36][CH2:35]1. The yield is 0.800. (3) The reactants are B(O)(O)[C:2]1[CH:10]=[CH:9][CH:8]=[C:7]2[C:3]=1[CH:4]=[CH:5][NH:6]2.I[C:14]1[C:22]2[C:17](=[N:18][CH:19]=[N:20][C:21]=2[NH2:23])[N:16]([CH:24]([CH3:26])[CH3:25])[N:15]=1.C([O-])([O-])=O.[Na+].[Na+]. The catalyst is CCO.COCCOC.C1C=CC([P]([Pd]([P](C2C=CC=CC=2)(C2C=CC=CC=2)C2C=CC=CC=2)([P](C2C=CC=CC=2)(C2C=CC=CC=2)C2C=CC=CC=2)[P](C2C=CC=CC=2)(C2C=CC=CC=2)C2C=CC=CC=2)(C2C=CC=CC=2)C2C=CC=CC=2)=CC=1. The product is [NH:6]1[C:7]2[C:3](=[C:2]([C:14]3[C:22]4[C:17](=[N:18][CH:19]=[N:20][C:21]=4[NH2:23])[N:16]([CH:24]([CH3:26])[CH3:25])[N:15]=3)[CH:10]=[CH:9][CH:8]=2)[CH:4]=[CH:5]1. The yield is 0.500. (4) The reactants are [CH:1]1([NH:6][C:7]2[N:12]=[C:11](Cl)[N:10]=[C:9](Cl)[N:8]=2)[CH2:5][CH2:4][CH2:3][CH2:2]1.[CH3:15][S-:16].[Na+].O.C[S:20]([CH3:22])=O. No catalyst specified. The product is [CH3:15][S:16][C:9]1[N:10]=[C:11]([S:20][CH3:22])[N:12]=[C:7]([NH:6][CH:1]2[CH2:5][CH2:4][CH2:3][CH2:2]2)[N:8]=1. The yield is 0.990. (5) The reactants are COC1C=CC(C[O:8][C:9]2[CH:10]=[C:11]([C:34]([C:36]3[CH:37]=[N:38][C:39]([O:42][CH3:43])=[CH:40][CH:41]=3)=[O:35])[CH:12]=[C:13]([C:15]3[CH:23]=[CH:22][CH:21]=[C:20]4[C:16]=3[CH:17]=[CH:18][N:19]4[Si](C(C)C)(C(C)C)C(C)C)[CH:14]=2)=CC=1.B(F)(F)F.CCOC(C)=O.C([O-])(O)=O.[Na+]. The catalyst is CSC. The product is [OH:8][C:9]1[CH:10]=[C:11]([C:34]([C:36]2[CH:37]=[N:38][C:39]([O:42][CH3:43])=[CH:40][CH:41]=2)=[O:35])[CH:12]=[C:13]([C:15]2[CH:23]=[CH:22][CH:21]=[C:20]3[C:16]=2[CH:17]=[CH:18][NH:19]3)[CH:14]=1. The yield is 0.750. (6) The catalyst is C1COCC1.CCCCCC. The reactants are [C:1]([O:5][C:6]([N:8]1[CH2:12][CH:11]([OH:13])[CH2:10][CH:9]1[C:14]([N:16]1[CH2:21][CH2:20][CH:19]([CH2:22][C:23]2[CH:28]=[CH:27][CH:26]=[CH:25][CH:24]=2)[CH2:18][CH2:17]1)=[O:15])=[O:7])([CH3:4])([CH3:3])[CH3:2].[H-].[Na+].CI.[C:33]([O-])(O)=O.[Na+]. The yield is 0.700. The product is [C:1]([O:5][C:6]([N:8]1[CH2:12][C@H:11]([O:13][CH3:33])[CH2:10][C@H:9]1[C:14]([N:16]1[CH2:17][CH2:18][CH:19]([CH2:22][C:23]2[CH:24]=[CH:25][CH:26]=[CH:27][CH:28]=2)[CH2:20][CH2:21]1)=[O:15])=[O:7])([CH3:4])([CH3:2])[CH3:3].